This data is from Forward reaction prediction with 1.9M reactions from USPTO patents (1976-2016). The task is: Predict the product of the given reaction. (1) The product is: [CH3:1][O:2][C:3]1[CH:8]=[C:7]([CH2:9][CH2:10][N:25]2[CH2:26][CH2:27][N:22]([C:28]([O:30][C:31]([CH3:34])([CH3:33])[CH3:32])=[O:29])[CH2:23][CH2:24]2)[CH:6]=[CH:5][C:4]=1[C:12]1[CH:13]=[CH:14][C:15]([C:18]([O:20][CH3:21])=[O:19])=[CH:16][CH:17]=1. Given the reactants [CH3:1][O:2][C:3]1[CH:8]=[C:7]([CH2:9][CH:10]=O)[CH:6]=[CH:5][C:4]=1[C:12]1[CH:17]=[CH:16][C:15]([C:18]([O:20][CH3:21])=[O:19])=[CH:14][CH:13]=1.[N:22]1([C:28]([O:30][C:31]([CH3:34])([CH3:33])[CH3:32])=[O:29])[CH2:27][CH2:26][NH:25][CH2:24][CH2:23]1.C(O[BH-](OC(=O)C)OC(=O)C)(=O)C.[Na+], predict the reaction product. (2) Given the reactants [C:1]([C:4]1[C:12]2[C:7](=[CH:8][CH:9]=[C:10]([C:13]([O:15][CH3:16])=[O:14])[CH:11]=2)[N:6]([CH2:17][C:18]([O:20]C(C)(C)C)=[O:19])[CH:5]=1)(=[O:3])[CH3:2], predict the reaction product. The product is: [C:1]([C:4]1[C:12]2[C:7](=[CH:8][CH:9]=[C:10]([C:13]([O:15][CH3:16])=[O:14])[CH:11]=2)[N:6]([CH2:17][C:18]([OH:20])=[O:19])[CH:5]=1)(=[O:3])[CH3:2]. (3) Given the reactants C(C1C=C(C#CC=C2CCN(C(OC(C)(C)C)=O)CC2)C=NC=1)#N.[C:25]1([C:31]#[CH:32])[CH:30]=[CH:29][CH:28]=[CH:27][CH:26]=1.C(=C1CCN(C(OC(C)(C)C)=O)CC1)C#C.Br[C:50]([F:64])=[C:51]1[CH2:56][CH2:55][N:54]([C:57]([O:59][C:60]([CH3:63])([CH3:62])[CH3:61])=[O:58])[CH2:53][CH2:52]1, predict the reaction product. The product is: [F:64][C:50](=[C:51]1[CH2:56][CH2:55][N:54]([C:57]([O:59][C:60]([CH3:63])([CH3:62])[CH3:61])=[O:58])[CH2:53][CH2:52]1)[C:32]#[C:31][C:25]1[CH:30]=[CH:29][CH:28]=[CH:27][CH:26]=1. (4) Given the reactants [CH2:1]1[C:6]2([CH2:11][CH2:10][NH:9][CH2:8][CH2:7]2)[CH2:5][CH2:4][N:3]([C:12]([O:14][C:15]([CH3:18])([CH3:17])[CH3:16])=[O:13])[CH2:2]1.[CH:19](=O)[CH2:20][CH2:21][CH3:22].C(O)(=O)C.C(O[BH-](OC(=O)C)OC(=O)C)(=O)C.[Na+], predict the reaction product. The product is: [CH2:19]([N:9]1[CH2:10][CH2:11][C:6]2([CH2:1][CH2:2][N:3]([C:12]([O:14][C:15]([CH3:18])([CH3:17])[CH3:16])=[O:13])[CH2:4][CH2:5]2)[CH2:7][CH2:8]1)[CH2:20][CH2:21][CH3:22]. (5) Given the reactants [F:1][C:2]([F:7])([F:6])[C:3]([OH:5])=[O:4].[CH3:8][N:9]([CH2:11][C:12]1[S:16][C:15]([C:17]2[CH:18]=[C:19]3[C:23](=[C:24]([C:26]([NH2:28])=[O:27])[CH:25]=2)[NH:22][CH:21]=[C:20]3[CH:29]2[CH2:34][CH2:33][N:32]([S:35]([CH2:38][CH3:39])(=[O:37])=[O:36])[CH2:31][CH2:30]2)=[CH:14][CH:13]=1)C.CNC, predict the reaction product. The product is: [F:1][C:2]([F:7])([F:6])[C:3]([OH:5])=[O:4].[CH2:38]([S:35]([N:32]1[CH2:31][CH2:30][CH:29]([C:20]2[C:19]3[C:23](=[C:24]([C:26]([NH2:28])=[O:27])[CH:25]=[C:17]([C:15]4[S:16][C:12]([CH2:11][NH:9][CH2:8][CH2:2][CH3:3])=[CH:13][CH:14]=4)[CH:18]=3)[NH:22][CH:21]=2)[CH2:34][CH2:33]1)(=[O:36])=[O:37])[CH3:39]. (6) Given the reactants Br.Br[CH2:3][C:4]([C:6]1[CH:11]=[CH:10][N:9]=[CH:8][CH:7]=1)=O.[CH3:12][C:13]1[CH:14]=[C:15]([NH:19][C:20]([NH2:22])=[S:21])[CH:16]=[CH:17][CH:18]=1.N, predict the reaction product. The product is: [CH3:12][C:13]1[CH:14]=[C:15]([NH:19][C:20]2[S:21][CH:3]=[C:4]([C:6]3[CH:11]=[CH:10][N:9]=[CH:8][CH:7]=3)[N:22]=2)[CH:16]=[CH:17][CH:18]=1. (7) Given the reactants [NH2:1][S:2]([C:5]1[CH:6]=[C:7]2[C:11](=[CH:12][CH:13]=1)[NH:10][C:9](=[O:14])[CH2:8]2)(=[O:4])=[O:3].[CH3:15][C:16]1[C:24]2[C:19](=[CH:20][CH:21]=[CH:22][CH:23]=2)[NH:18][C:17]=1[CH:25]=O.N1CCCCC1, predict the reaction product. The product is: [CH3:15][C:16]1[C:24]2[C:19](=[CH:20][CH:21]=[CH:22][CH:23]=2)[NH:18][C:17]=1[CH:25]=[C:8]1[C:7]2[C:11](=[CH:12][CH:13]=[C:5]([S:2]([NH2:1])(=[O:4])=[O:3])[CH:6]=2)[NH:10][C:9]1=[O:14]. (8) Given the reactants [C:1]1([C:7](=[O:11])[C:8]([OH:10])=O)[CH:6]=[CH:5][CH:4]=[CH:3][CH:2]=1.CCN=C=NCCCN(C)C.[NH2:23][C:24]12[C:42](=[O:43])[C:41]3[C:36](=[C:37]([N+:44]([O-:46])=[O:45])[CH:38]=[CH:39][CH:40]=3)[C:25]1([OH:47])[O:26][C:27]1[CH:32]=[C:31]([CH:33]([CH3:35])[CH3:34])[CH:30]=[CH:29][C:28]=12, predict the reaction product. The product is: [OH:47][C:25]12[C:36]3[C:41](=[CH:40][CH:39]=[CH:38][C:37]=3[N+:44]([O-:46])=[O:45])[C:42](=[O:43])[C:24]1([NH:23][C:8](=[O:10])[C:7](=[O:11])[C:1]1[CH:2]=[CH:3][CH:4]=[CH:5][CH:6]=1)[C:28]1[CH:29]=[CH:30][C:31]([CH:33]([CH3:35])[CH3:34])=[CH:32][C:27]=1[O:26]2. (9) The product is: [CH3:16][O:15][CH:12]([O:13][CH3:14])[C:11]1[N:10]=[C:9]2[C:4]([CH2:5][CH2:6][CH2:7][NH:8]2)=[CH:3][C:2]=1[O:19][CH3:18]. Given the reactants Br[C:2]1[CH:3]=[C:4]2[C:9](=[N:10][C:11]=1[CH:12]([O:15][CH3:16])[O:13][CH3:14])[NH:8][C@H:7](C)[CH2:6][CH2:5]2.[CH3:18][O-:19].[Na+].[NH4+].[Cl-], predict the reaction product. (10) Given the reactants C([O:8][C:9]1[N:14]=[CH:13][C:12]([C:15]2[CH:20]=[CH:19][C:18]([CH2:21][C:22]([NH:24][C:25]3[CH:30]=[CH:29][C:28]([C:31]#[N:32])=[C:27]([C:33]([F:36])([F:35])[F:34])[CH:26]=3)=[O:23])=[CH:17][C:16]=2[F:37])=[C:11]([O:38][CH2:39][CH3:40])[CH:10]=1)C1C=CC=CC=1, predict the reaction product. The product is: [C:31]([C:28]1[CH:29]=[CH:30][C:25]([NH:24][C:22](=[O:23])[CH2:21][C:18]2[CH:19]=[CH:20][C:15]([C:12]3[C:11]([O:38][CH2:39][CH3:40])=[CH:10][C:9](=[O:8])[NH:14][CH:13]=3)=[C:16]([F:37])[CH:17]=2)=[CH:26][C:27]=1[C:33]([F:35])([F:36])[F:34])#[N:32].